From a dataset of Reaction yield outcomes from USPTO patents with 853,638 reactions. Predict the reaction yield, written as a fraction of the theoretical maximum amount of product (1.0 means a 100% yield; for example, 0.34 means a 34% yield). (1) The reactants are [CH3:1][C:2]1[CH:3]=[C:4]([C:13]2[C:14]([CH2:24][N:25]([CH3:36])[CH2:26][CH2:27][NH:28]C(=O)OC(C)(C)C)=[CH:15][N:16](C3CCCCO3)C=2)[CH:5]=[C:6]([CH3:12])[C:7]=1[O:8][CH:9]([CH3:11])[CH3:10].O.C(O)(C(F)(F)F)=O.CC#[N:47]. The catalyst is Cl. The product is [CH:9]([O:8][C:7]1[C:2]([CH3:1])=[CH:3][C:4]([C:13]2[C:14]([CH2:24][N:25]([CH3:36])[CH2:26][CH2:27][NH2:28])=[CH:15][NH:16][N:47]=2)=[CH:5][C:6]=1[CH3:12])([CH3:11])[CH3:10]. The yield is 0.380. (2) The reactants are NC1C=CC(S(CC)(=O)=O)=C(C=1)C#N.[CH:15]([S:18]([C:21]1[CH:28]=[CH:27][C:26]([N+:29]([O-])=O)=[CH:25][C:22]=1[C:23]#[N:24])(=[O:20])=[O:19])([CH3:17])[CH3:16]. No catalyst specified. The product is [NH2:29][C:26]1[CH:27]=[CH:28][C:21]([S:18]([CH:15]([CH3:17])[CH3:16])(=[O:20])=[O:19])=[C:22]([CH:25]=1)[C:23]#[N:24]. The yield is 0.950. (3) The reactants are [C:1]1([CH:7]([C:9]2[CH:10]=[N:11][C:12]3[C:17]([C:18]=2[C:19]2[CH:24]=[CH:23][CH:22]=[CH:21][CH:20]=2)=[CH:16][CH:15]=[CH:14][C:13]=3[C:25]([F:28])([F:27])[F:26])[OH:8])[CH:6]=[CH:5][CH:4]=[CH:3][CH:2]=1.[H-].[Na+].I[CH3:32]. The catalyst is CN(C=O)C. The product is [CH3:32][O:8][CH:7]([C:1]1[CH:6]=[CH:5][CH:4]=[CH:3][CH:2]=1)[C:9]1[CH:10]=[N:11][C:12]2[C:17]([C:18]=1[C:19]1[CH:20]=[CH:21][CH:22]=[CH:23][CH:24]=1)=[CH:16][CH:15]=[CH:14][C:13]=2[C:25]([F:28])([F:26])[F:27]. The yield is 0.750. (4) The reactants are [CH3:1][C:2]1[C:6]([C:7]([O:9][CH3:10])=[O:8])=[CH:5][NH:4][N:3]=1.[CH3:11][O:12][C:13]1[CH:18]=[CH:17][CH:16]=[CH:15][C:14]=1B(O)O.N1C=CC=CC=1. The catalyst is CN(C)C(=O)C.C([O-])(=O)C.[Cu+2].C([O-])(=O)C. The product is [CH3:11][O:12][C:13]1[CH:18]=[CH:17][CH:16]=[CH:15][C:14]=1[N:4]1[CH:5]=[C:6]([C:7]([O:9][CH3:10])=[O:8])[C:2]([CH3:1])=[N:3]1. The yield is 0.800. (5) The reactants are [F:1][CH:2]([F:37])[C:3]1[N:7]([C:8]2[N:13]=[C:12]([N:14]3[CH2:19][CH2:18][O:17][CH2:16][CH2:15]3)[N:11]=[C:10]([N:20]3[CH2:25][CH2:24][N:23]([S:26]([CH:29]=[CH2:30])(=[O:28])=[O:27])[CH2:22][CH2:21]3)[N:9]=2)[C:6]2[CH:31]=[CH:32][CH:33]=[C:34]([O:35][CH3:36])[C:5]=2[N:4]=1.[NH:38]1[CH2:43][CH2:42][CH2:41][CH2:40][CH2:39]1.O1CCOCC1. The catalyst is C1COCC1. The product is [F:37][CH:2]([F:1])[C:3]1[N:7]([C:8]2[N:13]=[C:12]([N:14]3[CH2:15][CH2:16][O:17][CH2:18][CH2:19]3)[N:11]=[C:10]([N:20]3[CH2:21][CH2:22][N:23]([S:26]([CH2:29][CH2:30][N:38]4[CH2:43][CH2:42][CH2:41][CH2:40][CH2:39]4)(=[O:28])=[O:27])[CH2:24][CH2:25]3)[N:9]=2)[C:6]2[CH:31]=[CH:32][CH:33]=[C:34]([O:35][CH3:36])[C:5]=2[N:4]=1. The yield is 0.840. (6) The reactants are [CH3:1][N:2]([CH2:4][C:5]1[CH:6]=[C:7]([CH:12]=[C:13]([F:15])[CH:14]=1)[C:8]([O:10]C)=[O:9])[CH3:3].O.[OH-].[Li+]. The catalyst is O1CCCC1.O. The product is [CH3:3][N:2]([CH2:4][C:5]1[CH:6]=[C:7]([CH:12]=[C:13]([F:15])[CH:14]=1)[C:8]([OH:10])=[O:9])[CH3:1]. The yield is 0.590. (7) The reactants are F[C:2]1[CH:7]=[CH:6][C:5]([C:8]2[O:9][C:10]3[CH:16]=[CH:15][CH:14]=[CH:13][C:11]=3[N:12]=2)=[CH:4][C:3]=1[N+:17]([O-])=O.[C:20]1([CH:26]([NH2:33])[C:27]2[CH:32]=[CH:31][CH:30]=[CH:29][CH:28]=2)[CH:25]=[CH:24][CH:23]=[CH:22][CH:21]=1.C(N(CC)CC)C.Cl. The catalyst is C(#N)C.O1CCCC1.C(OCC)C.[Fe].C(O)(=O)C.O. The product is [C:20]1([CH:26]([NH:33][C:2]2[CH:7]=[CH:6][C:5]([C:8]3[O:9][C:10]4[CH:16]=[CH:15][CH:14]=[CH:13][C:11]=4[N:12]=3)=[CH:4][C:3]=2[NH2:17])[C:27]2[CH:28]=[CH:29][CH:30]=[CH:31][CH:32]=2)[CH:25]=[CH:24][CH:23]=[CH:22][CH:21]=1. The yield is 0.200.